This data is from Catalyst prediction with 721,799 reactions and 888 catalyst types from USPTO. The task is: Predict which catalyst facilitates the given reaction. (1) Reactant: [S:1]1[CH:5]=[CH:4][CH:3]=[C:2]1[C:6]([OH:8])=O.CN(C(ON1N=NC2C=CC=CC1=2)=[N+](C)C)C.F[P-](F)(F)(F)(F)F.C1C=CC2N(O)N=NC=2C=1.C(N(CC)CC)C.[CH3:50][O:51][C:52](=[O:78])[C@@H:53]([NH:56][C:57]([C:59]1[C:60]([CH3:77])=[N:61][C:62]([NH:66][CH2:67][CH2:68][CH2:69][C:70]2[CH:75]=[CH:74][CH:73]=[C:72]([OH:76])[CH:71]=2)=[N:63][C:64]=1[CH3:65])=[O:58])[CH2:54][NH2:55]. Product: [CH3:50][O:51][C:52](=[O:78])[C@@H:53]([NH:56][C:57]([C:59]1[C:60]([CH3:77])=[N:61][C:62]([NH:66][CH2:67][CH2:68][CH2:69][C:70]2[CH:75]=[CH:74][CH:73]=[C:72]([OH:76])[CH:71]=2)=[N:63][C:64]=1[CH3:65])=[O:58])[CH2:54][NH:55][C:6]([C:2]1[S:1][CH:5]=[CH:4][CH:3]=1)=[O:8]. The catalyst class is: 3. (2) Reactant: [C:1]1([S:11]([NH2:14])(=[O:13])=[O:12])[C:2]([S:7]([NH2:10])(=[O:9])=[O:8])=[CH:3][CH:4]=[CH:5][CH:6]=1.[S:15]1[C:19]2[CH:20]=[CH:21][CH:22]=[CH:23][C:18]=2[N:17]=[C:16]1[C:24]1[CH:32]=[CH:31][C:27]([C:28](O)=[O:29])=[CH:26][CH:25]=1.C(Cl)CCl. Product: [S:15]1[C:19]2[CH:20]=[CH:21][CH:22]=[CH:23][C:18]=2[N:17]=[C:16]1[C:24]1[CH:32]=[CH:31][C:27]([C:28]([NH:10][S:7]([C:2]2[CH:3]=[CH:4][CH:5]=[CH:6][C:1]=2[S:11](=[O:13])(=[O:12])[NH2:14])(=[O:9])=[O:8])=[O:29])=[CH:26][CH:25]=1. The catalyst class is: 241. (3) Reactant: [Cl:1][C:2]1[CH:3]=[C:4]2[C:13](=[C:14]3[C:19]=1[CH:18]=[CH:17][CH:16]=[N:15]3)[NH:12][S:11](=[O:21])(=[O:20])[C:10]1[C:5]2=[CH:6][C:7](F)=[CH:8][CH:9]=1.[CH3:23][CH2:24][OH:25].[H-].[Na+]. Product: [Cl:1][C:2]1[CH:3]=[C:4]2[C:13](=[C:14]3[C:19]=1[CH:18]=[CH:17][CH:16]=[N:15]3)[NH:12][S:11](=[O:21])(=[O:20])[C:10]1[C:5]2=[CH:6][C:7]([O:25][CH2:24][CH3:23])=[CH:8][CH:9]=1. The catalyst class is: 37.